Predict the reaction yield, written as a fraction of the theoretical maximum amount of product (1.0 means a 100% yield; for example, 0.34 means a 34% yield). From a dataset of Reaction yield outcomes from USPTO patents with 853,638 reactions. (1) The reactants are Br[C:2]1[CH:3]=[C:4]([O:18][CH2:19][CH3:20])[C:5]([O:8][CH2:9][C:10]2[CH:15]=[CH:14][C:13]([O:16][CH3:17])=[CH:12][CH:11]=2)=[N:6][CH:7]=1.[CH3:21][C:22]1([CH3:38])[C:26]([CH3:28])([CH3:27])[O:25][B:24]([B:24]2[O:25][C:26]([CH3:28])([CH3:27])[C:22]([CH3:38])([CH3:21])[O:23]2)[O:23]1.CC([O-])=O.[K+]. The catalyst is O1CCOCC1.C1C=CC(P(C2C=CC=CC=2)[C-]2C=CC=C2)=CC=1.C1C=CC(P(C2C=CC=CC=2)[C-]2C=CC=C2)=CC=1.Cl[Pd]Cl.[Fe+2]. The product is [CH2:19]([O:18][C:4]1[C:5]([O:8][CH2:9][C:10]2[CH:15]=[CH:14][C:13]([O:16][CH3:17])=[CH:12][CH:11]=2)=[N:6][CH:7]=[C:2]([B:24]2[O:25][C:26]([CH3:28])([CH3:27])[C:22]([CH3:38])([CH3:21])[O:23]2)[CH:3]=1)[CH3:20]. The yield is 0.810. (2) The reactants are [Br:1][C:2]1[CH:3]=[N:4][NH:5][CH:6]=1.Cl.[CH:8]([O:10][CH2:11][CH3:12])=[CH2:9]. The catalyst is C(Cl)Cl.O1CCOCC1. The product is [Br:1][C:2]1[CH:3]=[N:4][N:5]([CH2:9][CH2:8][O:10][CH2:11][CH3:12])[CH:6]=1. The yield is 0.970. (3) The reactants are [H-].[Al+3].[Li+].[H-].[H-].[H-].C([O:9][C:10](=O)[C:11]([CH3:35])([CH3:34])[CH2:12][CH2:13][CH2:14][CH2:15][CH2:16][CH2:17][C:18](=[O:33])[CH2:19][CH2:20][CH2:21][CH2:22][CH2:23][CH2:24][C:25]([CH3:32])([CH3:31])[C:26](OCC)=[O:27])C.C(OCC)(=O)C.S(=O)(=O)(O)O. The product is [CH3:34][C:11]([CH3:35])([CH2:12][CH2:13][CH2:14][CH2:15][CH2:16][CH2:17][CH:18]([OH:33])[CH2:19][CH2:20][CH2:21][CH2:22][CH2:23][CH2:24][C:25]([CH3:32])([CH3:31])[CH2:26][OH:27])[CH2:10][OH:9]. The catalyst is C(OC)(C)(C)C.O. The yield is 0.650. (4) The reactants are [Cl:1][C:2]1[CH:7]=[C:6]2[CH2:8][O:9][C:10]3[CH:34]=[C:33]4[C:13]([CH2:14][CH2:15][C:16]5[N:20]=[C:19]([CH:21]6[CH2:25][CH2:24][CH2:23][N:22]6[C:26]([O:28][C:29]([CH3:32])([CH3:31])[CH3:30])=[O:27])[NH:18][C:17]=54)=[CH:12][C:11]=3[C:5]2=[CH:4][CH:3]=1. The catalyst is ClCCl.C(OCC)(=O)C.[O-2].[Mn+4].[O-2]. The product is [Cl:1][C:2]1[CH:7]=[C:6]2[CH2:8][O:9][C:10]3[CH:34]=[C:33]4[C:13]([CH:14]=[CH:15][C:16]5[N:20]=[C:19]([CH:21]6[CH2:25][CH2:24][CH2:23][N:22]6[C:26]([O:28][C:29]([CH3:30])([CH3:31])[CH3:32])=[O:27])[NH:18][C:17]=54)=[CH:12][C:11]=3[C:5]2=[CH:4][CH:3]=1. The yield is 0.810. (5) The product is [Cl:1][C:2]1[CH:7]=[CH:6][C:5]2[C:8]3[C:9](=[CH:10][N:11]=[CH:12][CH:13]=3)[CH2:14][O:15][C:4]=2[CH:3]=1. The reactants are [Cl:1][C:2]1[CH:7]=[CH:6][C:5]([C:8]2[CH:13]=[CH:12][N:11]=[CH:10][C:9]=2[CH2:14][OH:15])=[C:4](F)[CH:3]=1.[H-].[Na+]. The catalyst is C1COCC1. The yield is 0.610. (6) The reactants are CCN(C(C)C)C(C)C.[N:10]1[CH:15]=[CH:14][CH:13]=[N:12][C:11]=1[C:16]1[CH:24]=[CH:23][C:19]([C:20]([OH:22])=O)=[CH:18][CH:17]=1.C1C=CC2N(O)N=NC=2C=1.CCN=C=NCCCN(C)C.Cl.[NH2:47][CH2:48][C:49]([N:51]1[CH2:56][CH2:55][N:54]([C:57](=[O:68])[C:58]2[CH:63]=[CH:62][CH:61]=[CH:60][C:59]=2[C:64]([F:67])([F:66])[F:65])[CH2:53][CH2:52]1)=[O:50]. The catalyst is CN(C=O)C.O. The product is [O:50]=[C:49]([N:51]1[CH2:52][CH2:53][N:54]([C:57](=[O:68])[C:58]2[CH:63]=[CH:62][CH:61]=[CH:60][C:59]=2[C:64]([F:67])([F:66])[F:65])[CH2:55][CH2:56]1)[CH2:48][NH:47][C:20](=[O:22])[C:19]1[CH:18]=[CH:17][C:16]([C:11]2[N:10]=[CH:15][CH:14]=[CH:13][N:12]=2)=[CH:24][CH:23]=1. The yield is 0.309. (7) The reactants are [C:1]([N:8]1[CH2:15][C@@H:14]([OH:16])[CH2:13][C@H:9]1[C:10]([OH:12])=O)([O:3][C:4]([CH3:7])([CH3:6])[CH3:5])=[O:2].F[B-](F)(F)F.N1(OC(N(C)C)=[N+](C)C)C2C=CC=CC=2N=N1.S(C1C=CC(C)=CC=1)(O)(=O)=O.[CH3:50][NH:51][CH2:52][CH2:53][CH2:54][CH2:55][CH:56]=[CH2:57].CCN(C(C)C)C(C)C. The catalyst is CN(C=O)C. The product is [CH2:52]([N:51]([CH3:50])[C:10]([C@@H:9]1[CH2:13][C@@H:14]([OH:16])[CH2:15][N:8]1[C:1]([O:3][C:4]([CH3:5])([CH3:6])[CH3:7])=[O:2])=[O:12])[CH2:53][CH2:54][CH2:55][CH:56]=[CH2:57]. The yield is 0.950. (8) The reactants are [CH2:1]([N:8]1[C:16]2[CH:15]=[CH:14][NH:13][C:12](=[O:17])[C:11]=2[CH:10]=[C:9]1[CH3:18])[C:2]1[CH:7]=[CH:6][CH:5]=[CH:4][CH:3]=1.Cl[CH2:20]Cl.F[B-](F)(F)F.C[O+](C)C. No catalyst specified. The product is [CH2:1]([N:8]1[C:16]2[CH:15]=[CH:14][N:13]=[C:12]([O:17][CH3:20])[C:11]=2[CH:10]=[C:9]1[CH3:18])[C:2]1[CH:3]=[CH:4][CH:5]=[CH:6][CH:7]=1. The yield is 0.350.